From a dataset of Forward reaction prediction with 1.9M reactions from USPTO patents (1976-2016). Predict the product of the given reaction. Given the reactants [CH3:1][C:2]1[N:9]2[C:5]([O:6][C:7]([C:10]3[CH:16]=[CH:15][C:13]([NH2:14])=[CH:12][CH:11]=3)=[N:8]2)=[CH:4][N:3]=1.[C:17](=C1C=CC=CN1)=[S:18], predict the reaction product. The product is: [N:14]([C:13]1[CH:15]=[CH:16][C:10]([C:7]2[O:6][C:5]3=[CH:4][N:3]=[C:2]([CH3:1])[N:9]3[N:8]=2)=[CH:11][CH:12]=1)=[C:17]=[S:18].